From a dataset of Reaction yield outcomes from USPTO patents with 853,638 reactions. Predict the reaction yield, written as a fraction of the theoretical maximum amount of product (1.0 means a 100% yield; for example, 0.34 means a 34% yield). The reactants are FC(F)(F)C(O)=O.[F:8][C:9]([F:24])([F:23])[C:10]1[CH:11]=[N:12][N:13]([CH2:15][C:16]([O:18]C(C)(C)C)=[O:17])[CH:14]=1. The catalyst is C(Cl)Cl. The product is [F:23][C:9]([F:8])([F:24])[C:10]1[CH:11]=[N:12][N:13]([CH2:15][C:16]([OH:18])=[O:17])[CH:14]=1. The yield is 0.790.